This data is from Full USPTO retrosynthesis dataset with 1.9M reactions from patents (1976-2016). The task is: Predict the reactants needed to synthesize the given product. (1) Given the product [CH3:1][N:2]1[CH2:9][C@H:8]2[N:10]([C:11]([O:13][C:14]([CH3:17])([CH3:16])[CH3:15])=[O:12])[C@H:4]([CH2:5][C:6]([C:35]([O:60][CH3:59])=[O:36])=[CH:7]2)[CH2:3]1, predict the reactants needed to synthesize it. The reactants are: [CH3:1][N:2]1[CH2:9][C@H:8]2[N:10]([C:11]([O:13][C:14]([CH3:17])([CH3:16])[CH3:15])=[O:12])[C@H:4]([CH2:5][C:6](OS(C(F)(F)F)(=O)=O)=[CH:7]2)[CH2:3]1.C(N(C(C)C)CC)(C)C.[CH3:35][OH:36].C1(P(C2C=CC=CC=2)C2C=CC=CC=2)C=CC=CC=1.CN([CH:59]=[O:60])C. (2) Given the product [C:2]1([CH3:1])[CH:8]=[CH:7][C:5]([NH:6][N:9]=[CH:16][C:17]([Cl:27])=[O:26])=[CH:4][CH:3]=1, predict the reactants needed to synthesize it. The reactants are: [CH3:1][C:2]1[CH:8]=[CH:7][C:5]([NH2:6])=[CH:4][CH:3]=1.[N:9]([O-])=O.[Na+].ClCC(=O)[CH2:16][C:17](O)=O.C([O-])(=O)C.[Na+].[OH2:26].[ClH:27]. (3) Given the product [CH3:1][O:2][C:3]1[N:8]=[C:7]2[N:9]([CH2:14][CH2:15][CH2:16][NH:18][CH2:19][C@@H:20]3[CH2:24][N:23]([C:25]4[CH:26]=[CH:27][C:28]5[O:29][CH2:30][C:31](=[O:35])[NH:32][C:33]=5[N:34]=4)[C:22](=[O:36])[CH2:21]3)[C:10](=[O:13])[CH:11]=[CH:12][C:6]2=[N:5][CH:4]=1, predict the reactants needed to synthesize it. The reactants are: [CH3:1][O:2][C:3]1[N:8]=[C:7]2[N:9]([CH2:14][CH2:15][CH:16]=O)[C:10](=[O:13])[CH:11]=[CH:12][C:6]2=[N:5][CH:4]=1.[NH2:18][CH2:19][C@@H:20]1[CH2:24][N:23]([C:25]2[CH:26]=[CH:27][C:28]3[O:29][CH2:30][C:31](=[O:35])[NH:32][C:33]=3[N:34]=2)[C:22](=[O:36])[CH2:21]1.C(O)(=O)C.C(O[BH-](OC(=O)C)OC(=O)C)(=O)C.[Na+].C(=O)([O-])O.[Na+]. (4) Given the product [OH:7][CH:4]1[CH2:5][CH2:6][N:2]([C:11]([O:13][CH2:14][C:15]2[CH:20]=[CH:19][CH:18]=[CH:17][CH:16]=2)=[O:12])[CH2:3]1, predict the reactants needed to synthesize it. The reactants are: Cl.[NH:2]1[CH2:6][CH2:5][CH:4]([OH:7])[CH2:3]1.[OH-].[Na+].Cl[C:11]([O:13][CH2:14][C:15]1[CH:20]=[CH:19][CH:18]=[CH:17][CH:16]=1)=[O:12]. (5) Given the product [CH2:1]([O:3][CH2:4][CH2:5][CH2:6][N:7]([CH2:19][C:20]1[CH:25]=[CH:24][C:23]([CH:26]([CH3:27])[CH3:28])=[CH:22][CH:21]=1)[C:8](=[O:18])[CH2:9][CH2:10][C:11]1[CH:16]=[CH:15][C:14]([O:17][CH2:30][C:31]2[CH:40]=[CH:39][CH:38]=[CH:37][C:32]=2[C:33]([O:35][CH3:36])=[O:34])=[CH:13][CH:12]=1)[CH3:2], predict the reactants needed to synthesize it. The reactants are: [CH2:1]([O:3][CH2:4][CH2:5][CH2:6][N:7]([CH2:19][C:20]1[CH:25]=[CH:24][C:23]([CH:26]([CH3:28])[CH3:27])=[CH:22][CH:21]=1)[C:8](=[O:18])[CH2:9][CH2:10][C:11]1[CH:16]=[CH:15][C:14]([OH:17])=[CH:13][CH:12]=1)[CH3:2].Br[CH2:30][C:31]1[CH:40]=[CH:39][CH:38]=[CH:37][C:32]=1[C:33]([O:35][CH3:36])=[O:34].C(=O)([O-])[O-].[K+].[K+].C(O)C(N)(CO)CO. (6) Given the product [Br:1][C:2]1[C:3]([Cl:12])=[CH:4][C:5]([NH2:9])=[C:6]([F:8])[CH:7]=1, predict the reactants needed to synthesize it. The reactants are: [Br:1][C:2]1[CH:7]=[C:6]([F:8])[C:5]([N+:9]([O-])=O)=[CH:4][C:3]=1[Cl:12].CCO.Cl.C([O-])(O)=O.[Na+].